From a dataset of Reaction yield outcomes from USPTO patents with 853,638 reactions. Predict the reaction yield, written as a fraction of the theoretical maximum amount of product (1.0 means a 100% yield; for example, 0.34 means a 34% yield). (1) The reactants are [CH:1]([C:4]1[CH:18]=[C:17]([O:19][CH3:20])[CH:16]=[CH:15][C:5]=1[O:6][C:7]1[C:8]([NH2:14])=[N:9][C:10]([NH2:13])=[N:11][CH:12]=1)([CH3:3])[CH3:2].F[C:22](F)(F)[C:23](O)=[O:24].C(Cl)(=O)C.[Cl-].[Cl-].[Cl-].[Al+3]. The catalyst is ClC(Cl)C.O. The product is [NH2:13][C:10]1[N:9]=[C:8]([NH2:14])[C:7]([O:6][C:5]2[C:4]([CH:1]([CH3:3])[CH3:2])=[CH:18][C:17]([O:19][CH3:20])=[C:16]([C:23](=[O:24])[CH3:22])[CH:15]=2)=[CH:12][N:11]=1. The yield is 0.310. (2) The reactants are I[C:2]1[CH:3]=[C:4]([NH:8][C:9](=[O:15])[O:10][C:11]([CH3:14])([CH3:13])[CH3:12])[CH:5]=[N:6][CH:7]=1.[NH2:16][C:17]1[N:22]=[CH:21][C:20]([C:23]#[CH:24])=[CH:19][N:18]=1.CCN(CC)CC. The catalyst is CN(C=O)C.[Cu]I. The product is [NH2:16][C:17]1[N:22]=[CH:21][C:20]([C:23]#[C:24][C:2]2[CH:3]=[C:4]([NH:8][C:9](=[O:15])[O:10][C:11]([CH3:14])([CH3:13])[CH3:12])[CH:5]=[N:6][CH:7]=2)=[CH:19][N:18]=1. The yield is 0.690. (3) The yield is 0.960. The product is [Br:10][C@@H:9]1[C@@H:8]([CH2:11][OH:12])[O:7][C@@H:6]([N:16]2[CH:23]=[CH:22][C:20](=[O:21])[NH:19][C:17]2=[O:18])[C@@H:5]1[OH:4]. The catalyst is N. The reactants are C([O:4][C@@H:5]1[C@H:9]([Br:10])[C@@H:8]([CH2:11][O:12]C(=O)C)[O:7][C@H:6]1[N:16]1[CH:23]=[CH:22][C:20](=[O:21])[NH:19][C:17]1=[O:18])(=O)C. (4) The product is [OH:17][C:15]1[CH:14]=[C:9]([CH:8]=[C:7]([O:6][C@@H:4]([CH3:5])[CH2:3][O:2][CH3:1])[CH:16]=1)[C:10]([O:12][CH3:13])=[O:11]. The reactants are [CH3:1][O:2][CH2:3][C@@H:4]([O:6][C:7]1[CH:8]=[C:9]([CH:14]=[C:15]([O:17]CC2C=CC=CC=2C)[CH:16]=1)[C:10]([O:12][CH3:13])=[O:11])[CH3:5]. The yield is 0.990. The catalyst is C1COCC1.C(O)C.[Pd]. (5) The reactants are [BH4-].[Na+].C(O)(C(F)(F)F)=O.[Cl:10][C:11]1[C:18]([F:19])=[CH:17][CH:16]=[CH:15][C:12]=1[C:13]#[N:14]. The catalyst is C1COCC1. The product is [ClH:10].[Cl:10][C:11]1[C:18]([F:19])=[CH:17][CH:16]=[CH:15][C:12]=1[CH2:13][NH2:14]. The yield is 0.840. (6) The reactants are [H-].[Na+].[C:3]([O:11][CH2:12][CH3:13])(=[O:10])[CH2:4][C:5]([O:7][CH2:8][CH3:9])=[O:6].CS(O[C@H:19]1[CH2:24][CH2:23][C@@H:22]([NH:25][C:26]([O:28][C:29]([CH3:32])([CH3:31])[CH3:30])=[O:27])[C@H:21]([C:33]2[CH:38]=[CH:37][C:36]([C:39]([F:42])([F:41])[F:40])=[CH:35][CH:34]=2)[CH2:20]1)(=O)=O. The catalyst is COCCOC. The product is [C:29]([O:28][C:26]([NH:25][C@@H:22]1[CH2:23][CH2:24][C@@H:19]([CH:4]([C:5]([O:7][CH2:8][CH3:9])=[O:6])[C:3]([O:11][CH2:12][CH3:13])=[O:10])[CH2:20][C@H:21]1[C:33]1[CH:38]=[CH:37][C:36]([C:39]([F:40])([F:41])[F:42])=[CH:35][CH:34]=1)=[O:27])([CH3:32])([CH3:30])[CH3:31]. The yield is 0.690. (7) The reactants are [Cl:1][C:2]1[N:7]=[CH:6][C:5]([NH2:8])=[C:4](I)[C:3]=1[F:10].[F:11][C:12]1[C:17](B(O)O)=[CH:16][CH:15]=[CH:14][N:13]=1.[F-].[K+]. The catalyst is C(#N)C.O. The product is [Cl:1][C:2]1[N:7]=[CH:6][C:5]([NH2:8])=[C:4]([C:17]2[C:12]([F:11])=[N:13][CH:14]=[CH:15][CH:16]=2)[C:3]=1[F:10]. The yield is 0.750. (8) The reactants are [OH:1][CH2:2][C:3]1[CH:11]=[CH:10][C:6]([C:7]([OH:9])=[O:8])=[CH:5][C:4]=1[N+:12]([O-:14])=[O:13].N1C=CN=C1.[C:20]([Si:24](Cl)([CH3:26])[CH3:25])([CH3:23])([CH3:22])[CH3:21].[Cl-].[NH4+].Cl. The catalyst is CN(C)C=O. The product is [Si:24]([O:1][CH2:2][C:3]1[CH:11]=[CH:10][C:6]([C:7]([OH:9])=[O:8])=[CH:5][C:4]=1[N+:12]([O-:14])=[O:13])([C:20]([CH3:23])([CH3:22])[CH3:21])([CH3:26])[CH3:25]. The yield is 0.730. (9) The reactants are [S:1]1[C:5]2[CH:6]=[C:7]([N:10]3[CH:14]([CH3:15])[CH2:13][NH:12][C:11]3=[O:16])[CH:8]=[CH:9][C:4]=2[N:3]=[CH:2]1.I[C:18]1[CH:19]=[N:20][CH:21]=[CH:22][C:23]=1[CH3:24].N[C@@H]1CCCC[C@H]1N.P([O-])([O-])([O-])=O.[K+].[K+].[K+]. The catalyst is [Cu](I)I.O1CCOCC1. The product is [S:1]1[C:5]2[CH:6]=[C:7]([N:10]3[CH:14]([CH3:15])[CH2:13][N:12]([C:18]4[CH:19]=[N:20][CH:21]=[CH:22][C:23]=4[CH3:24])[C:11]3=[O:16])[CH:8]=[CH:9][C:4]=2[N:3]=[CH:2]1. The yield is 0.241.